From a dataset of Catalyst prediction with 721,799 reactions and 888 catalyst types from USPTO. Predict which catalyst facilitates the given reaction. Reactant: [CH2:1]([O:6][C:7]1[CH:13]=[CH:12][C:10]([NH2:11])=[CH:9][CH:8]=1)[CH2:2][CH2:3][CH2:4][CH3:5].[C:14](N1C=CN=C1)([N:16]1C=CN=C1)=[S:15].N. Product: [CH2:1]([O:6][C:7]1[CH:8]=[CH:9][C:10]([NH:11][C:14]([NH2:16])=[S:15])=[CH:12][CH:13]=1)[CH2:2][CH2:3][CH2:4][CH3:5]. The catalyst class is: 98.